From a dataset of Experimentally validated miRNA-target interactions with 360,000+ pairs, plus equal number of negative samples. Binary Classification. Given a miRNA mature sequence and a target amino acid sequence, predict their likelihood of interaction. (1) The miRNA is ath-miR398b-3p with sequence UGUGUUCUCAGGUCACCCCUG. The protein sequence of the target gene is MDRGTLPLAVALLLASCSLSPTSLAETVHCDLQPVGPERGEVTYTTSQVSKGCVAQAPNAILEVHVLFLEFPTGPSQLELTLQASKQNGTWPREVLLVLSVNSSVFLHLQALGIPLHLAYNSSLVTFQEPPGVNTTELPSFPKTQILEWAAERGPITSAAELNDPQSILLRLGQAQGSLSFCMLEASQDMGRTLEWRPRTPALVRGCHLEGVAGHKEAHILRVLPGHSAGPRTVTVKVELSCAPGDLDAVLILQGPPYVSWLIDANHNMQIWTTGEYSFKIFPEKNIRGFKLPDTPQGLL.... Result: 0 (no interaction). (2) The miRNA is hsa-miR-7161-5p with sequence UAAAGACUGUAGAGGCAACUGGU. The protein sequence of the target gene is MASMQKRLQKELLALQNDPPPGMTLNEKSVQNSITQWIVDMEGAPGTLYEGEKFQLLFKFSSRYPFDSPQVMFTGENIPVHPHVYSNGHICLSILTEDWSPALSVQSVCLSIISMLSSCKEKRRPPDNSFYVRTCNKNPKKTKWWYHDDTC. Result: 1 (interaction). (3) The protein sequence of the target gene is MLELLVASLSLALAFFALLDGWYLVRVPCAVLRARLLQPRVRDLLAEQRYAGRVLPSDLDLLLHMNNARYLREADVARAAHLTRCGVLGALRDLNAHTVLAASCARYRRSLRLFEPFEVHTRLQGWDDRAFYLEARFVSLRDGFVCALLRFRQHVLGTSPDRVVQHLCKRRVEPPELPEDLKHWISYNETSSQLLRAESGLSDRKDQ. Result: 0 (no interaction). The miRNA is hsa-miR-6849-3p with sequence ACCAGCCUGUGUCCACCUCCAG. (4) The miRNA is hsa-miR-6132 with sequence AGCAGGGCUGGGGAUUGCA. The protein sequence of the target gene is MNNRKEDMEITSHYRHLLRELNEQRQHGVLCDVCVVVEGKVFKAHKNVLLGSSRYFKTLYCQVQKTSEQATVTHLDIVTAQGFKAIIDFMYSAHLALTSRNVIEVMSAASFLQMTDIVQACHDFIKAALDISIKSDASDELAEFEIGASSSSSTEALISAVMAGRSISPWLARRTSPANSSGDSAIASCHDGGSSYGKEDQEPKADGPDDVSSQPLWPGDVGYGPLRIKEEQVSPSQYGGSELPSAKDGAVQNSFSEQSAGDAWQPTGRRKNRKNKETVRHITQQVEDDSRASSPVPSFL.... Result: 1 (interaction). (5) The miRNA is mmu-miR-125b-2-3p with sequence ACAAGUCAGGUUCUUGGGACCU. The protein sequence of the target gene is MATPDQKSPNVLLQNLCCRILGRSEADVAQQFQYAVRVIGSNFAPTVERDEFLVAEKIKKELIRQRREADAALFSELHRKLHSQGVLKNKWSILYLLLSLSEDPRRQPSKVSSYATLFAQALPRDAHSTPYYYARPQTLPLSYQDRSAQSAQSSGSVGSSGISSIGLCALSGPAPAPQSLLPGQSNQAPGVGDCLRQQLGSRLAWTLTANQPSSQATTSKGVPSAVSRNMTRSRREGDTGGTMEITEAALVRDILYVFQGIDGKNIKMNNTENCYKVEGKANLSRSLRDTAVRLSELGWL.... Result: 0 (no interaction).